Task: Regression. Given two drug SMILES strings and cell line genomic features, predict the synergy score measuring deviation from expected non-interaction effect.. Dataset: NCI-60 drug combinations with 297,098 pairs across 59 cell lines (1) Drug 1: CNC(=O)C1=NC=CC(=C1)OC2=CC=C(C=C2)NC(=O)NC3=CC(=C(C=C3)Cl)C(F)(F)F. Drug 2: COC1=C2C(=CC3=C1OC=C3)C=CC(=O)O2. Cell line: UACC-257. Synergy scores: CSS=2.49, Synergy_ZIP=-1.07, Synergy_Bliss=0.975, Synergy_Loewe=-0.470, Synergy_HSA=0.642. (2) Drug 1: CC12CCC(CC1=CCC3C2CCC4(C3CC=C4C5=CN=CC=C5)C)O. Drug 2: COC1=NC(=NC2=C1N=CN2C3C(C(C(O3)CO)O)O)N. Cell line: HOP-62. Synergy scores: CSS=-1.94, Synergy_ZIP=1.45, Synergy_Bliss=4.08, Synergy_Loewe=-3.75, Synergy_HSA=-0.982. (3) Drug 1: CC1=C(C=C(C=C1)C(=O)NC2=CC(=CC(=C2)C(F)(F)F)N3C=C(N=C3)C)NC4=NC=CC(=N4)C5=CN=CC=C5. Drug 2: CC1=C2C(C(=O)C3(C(CC4C(C3C(C(C2(C)C)(CC1OC(=O)C(C(C5=CC=CC=C5)NC(=O)OC(C)(C)C)O)O)OC(=O)C6=CC=CC=C6)(CO4)OC(=O)C)O)C)O. Cell line: SN12C. Synergy scores: CSS=3.52, Synergy_ZIP=12.8, Synergy_Bliss=12.0, Synergy_Loewe=7.66, Synergy_HSA=5.01. (4) Drug 1: C1CCN(CC1)CCOC2=CC=C(C=C2)C(=O)C3=C(SC4=C3C=CC(=C4)O)C5=CC=C(C=C5)O. Drug 2: C(CCl)NC(=O)N(CCCl)N=O. Cell line: NCI-H322M. Synergy scores: CSS=23.4, Synergy_ZIP=9.19, Synergy_Bliss=11.3, Synergy_Loewe=-7.32, Synergy_HSA=6.72. (5) Drug 1: CC1=C(C=C(C=C1)NC(=O)C2=CC=C(C=C2)CN3CCN(CC3)C)NC4=NC=CC(=N4)C5=CN=CC=C5. Drug 2: CS(=O)(=O)OCCCCOS(=O)(=O)C. Cell line: MALME-3M. Synergy scores: CSS=2.29, Synergy_ZIP=-1.83, Synergy_Bliss=0.254, Synergy_Loewe=-3.01, Synergy_HSA=-2.00. (6) Drug 1: C1=CC(=CC=C1CCC2=CNC3=C2C(=O)NC(=N3)N)C(=O)NC(CCC(=O)O)C(=O)O. Drug 2: COCCOC1=C(C=C2C(=C1)C(=NC=N2)NC3=CC=CC(=C3)C#C)OCCOC.Cl. Cell line: TK-10. Synergy scores: CSS=38.2, Synergy_ZIP=-5.80, Synergy_Bliss=-10.4, Synergy_Loewe=-8.34, Synergy_HSA=-6.36. (7) Drug 1: CN1CCC(CC1)COC2=C(C=C3C(=C2)N=CN=C3NC4=C(C=C(C=C4)Br)F)OC. Drug 2: C1=CN(C(=O)N=C1N)C2C(C(C(O2)CO)O)O.Cl. Cell line: U251. Synergy scores: CSS=14.5, Synergy_ZIP=-5.52, Synergy_Bliss=-1.51, Synergy_Loewe=-6.72, Synergy_HSA=-0.541.